This data is from Forward reaction prediction with 1.9M reactions from USPTO patents (1976-2016). The task is: Predict the product of the given reaction. Given the reactants CN1C(=O)CCC1.[OH:8][C:9]1[CH:14]=[CH:13][C:12]([CH2:15][CH2:16][NH:17][C:18]2[N:23]=[C:22](S(C)=O)[C:21]([C:27]([NH2:29])=[O:28])=[CH:20][N:19]=2)=[CH:11][CH:10]=1.[CH:30]1([NH2:36])[CH2:35][CH2:34][CH2:33][CH2:32][CH2:31]1.C(N(C(C)C)CC)(C)C, predict the reaction product. The product is: [OH:8][C:9]1[CH:14]=[CH:13][C:12]([CH2:15][CH2:16][NH:17][C:18]2[N:23]=[C:22]([NH:36][CH:30]3[CH2:35][CH2:34][CH2:33][CH2:32][CH2:31]3)[C:21]([C:27]([NH2:29])=[O:28])=[CH:20][N:19]=2)=[CH:11][CH:10]=1.